Dataset: Catalyst prediction with 721,799 reactions and 888 catalyst types from USPTO. Task: Predict which catalyst facilitates the given reaction. (1) Reactant: [Cl:1][C:2]1[CH:3]=[C:4]([NH:9][C:10]2[N:14]([CH3:15])[C:13]3[CH:16]=[CH:17][CH:18]=[CH:19][C:12]=3[N:11]=2)[CH:5]=[C:6]([Cl:8])[CH:7]=1.[H-].[Na+].[CH3:22][O:23][C:24](=[O:33])[C:25]1[CH:30]=[CH:29][C:28]([CH2:31]Br)=[CH:27][CH:26]=1. Product: [Cl:1][C:2]1[CH:3]=[C:4]([N:9]([CH2:31][C:28]2[CH:29]=[CH:30][C:25]([C:24]([O:23][CH3:22])=[O:33])=[CH:26][CH:27]=2)[C:10]2[N:14]([CH3:15])[C:13]3[CH:16]=[CH:17][CH:18]=[CH:19][C:12]=3[N:11]=2)[CH:5]=[C:6]([Cl:8])[CH:7]=1. The catalyst class is: 3. (2) Reactant: [CH2:1]([N:3]1[C:8]2=[N:9][C:10](B3OC(C)(C)C(C)(C)O3)=[CH:11][N:12]=[C:7]2[NH:6][CH2:5][C:4]1=[O:22])[CH3:2].Br[C:24]1[C:25]([CH3:41])=[N:26][C:27]([C:30]2[N:34]=[CH:33][N:32]([CH:35]3[CH2:40][CH2:39][CH2:38][CH2:37][O:36]3)[N:31]=2)=[CH:28][CH:29]=1.C(=O)([O-])O.[K+].O1CCCC1. Product: [CH2:1]([N:3]1[C:8]2=[N:9][C:10]([C:24]3[C:25]([CH3:41])=[N:26][C:27]([C:30]4[N:34]=[CH:33][N:32]([CH:35]5[CH2:40][CH2:39][CH2:38][CH2:37][O:36]5)[N:31]=4)=[CH:28][CH:29]=3)=[CH:11][N:12]=[C:7]2[NH:6][CH2:5][C:4]1=[O:22])[CH3:2]. The catalyst class is: 6. (3) Reactant: [CH:1]1([C:7]2[C:15]3[C:10](=[CH:11][C:12]([C:16]([O:18]C)=[O:17])=[CH:13][CH:14]=3)[N:9](C(OC(C)(C)C)=O)[C:8]=2[C:27]2[CH:32]=[CH:31][CH:30]=[C:29]([CH2:33][CH2:34][N:35]([CH3:37])[CH3:36])[CH:28]=2)[CH2:6][CH2:5][CH2:4][CH2:3][CH2:2]1.C(O)(C(F)(F)F)=O.C(Cl)Cl.[H-].[Na+].Cl[CH2:51][C:52]([N:54]([CH3:56])[CH3:55])=[O:53].B(Br)(Br)Br. Product: [CH:1]1([C:7]2[C:15]3[C:10](=[CH:11][C:12]([C:16]([OH:18])=[O:17])=[CH:13][CH:14]=3)[N:9]([CH2:51][C:52]([N:54]([CH3:56])[CH3:55])=[O:53])[C:8]=2[C:27]2[CH:32]=[CH:31][CH:30]=[C:29]([CH2:33][CH2:34][N:35]([CH3:36])[CH3:37])[CH:28]=2)[CH2:2][CH2:3][CH2:4][CH2:5][CH2:6]1. The catalyst class is: 3. (4) Reactant: [H-].[Na+].O[C:4]1[CH:13]=[CH:12][CH:11]=[C:10]2[C:5]=1[CH:6]=[CH:7][CH:8]=[N:9]2.S(C1C=CC(C)=CC=1)([O:17][CH2:18][C@@H:19]1[O:21][CH2:20]1)(=O)=O. Product: [O:21]1[CH2:20][C@@H:19]1[CH2:18][O:17][C:6]1[C:5]2[C:10](=[CH:11][CH:12]=[CH:13][CH:4]=2)[N:9]=[CH:8][CH:7]=1. The catalyst class is: 3. (5) Reactant: C[CH2:2][N:3](C(C)C)[CH:4](C)C.[CH3:10][N:11]1[CH2:16][CH2:15][N:14]([C:17]2[CH:22]=[CH:21][C:20]([C:23]3[CH:38]=[N:37][C:26]4[NH:27][C:28]5[CH:33]=[N:32][C:31]([C:34](O)=[O:35])=[CH:30][C:29]=5[C:25]=4[CH:24]=3)=[CH:19][CH:18]=2)[CH2:13][CH2:12]1.C1CN([P+](ON2N=NC3C=CC=CC2=3)(N2CCCC2)N2CCCC2)CC1.F[P-](F)(F)(F)(F)F.C1C=CC2N(O)N=NC=2C=1.Cl.CNC.S(=O)(=O)(O)O. Product: [CH3:2][N:3]([CH3:4])[C:34]([C:31]1[N:32]=[CH:33][C:28]2[NH:27][C:26]3[N:37]=[CH:38][C:23]([C:20]4[CH:21]=[CH:22][C:17]([N:14]5[CH2:13][CH2:12][N:11]([CH3:10])[CH2:16][CH2:15]5)=[CH:18][CH:19]=4)=[CH:24][C:25]=3[C:29]=2[CH:30]=1)=[O:35]. The catalyst class is: 3. (6) Reactant: [C:1]([O:5][C@H:6]([CH3:11])[C:7]([O:9]C)=O)([CH3:4])([CH3:3])[CH3:2].[Cl:12][CH2:13]C([O-])=O.[Na+].C(N(CC)CC)C.C([Mg]Cl)(C)(C)C.Cl. The catalyst class is: 476. Product: [Cl:12][CH2:13][C:7](=[O:9])[C@H:6]([O:5][C:1]([CH3:2])([CH3:3])[CH3:4])[CH3:11]. (7) Reactant: C[Si](C)(C)[O-].[K+].[CH:7]1([NH:13][C:14]([NH:16][C:17]2[CH:22]=[CH:21][CH:20]=[C:19]([CH2:23][O:24][CH2:25][CH2:26][O:27][CH2:28][CH2:29][CH2:30][CH2:31][CH2:32][CH2:33][N:34]3[CH2:38][C@@H:37]([C:39]4[CH:50]=[CH:49][C:42]5[O:43][C:44]([CH3:48])([CH3:47])[O:45][CH2:46][C:41]=5[CH:40]=4)[O:36]C3=O)[CH:18]=2)=[O:15])[CH2:12][CH2:11][CH2:10][CH2:9][CH2:8]1.P([O-])([O-])([O-])=O. Product: [CH:7]1([NH:13][C:14]([NH:16][C:17]2[CH:22]=[CH:21][CH:20]=[C:19]([CH2:23][O:24][CH2:25][CH2:26][O:27][CH2:28][CH2:29][CH2:30][CH2:31][CH2:32][CH2:33][NH:34][CH2:38][C@@H:37]([C:39]3[CH:50]=[CH:49][C:42]4[O:43][C:44]([CH3:47])([CH3:48])[O:45][CH2:46][C:41]=4[CH:40]=3)[OH:36])[CH:18]=2)=[O:15])[CH2:8][CH2:9][CH2:10][CH2:11][CH2:12]1. The catalyst class is: 1. (8) Reactant: [H-].[Na+].[CH2:3]([C@H:10]1[CH2:14][O:13][C:12](=[O:15])[NH:11]1)[C:4]1[CH:9]=[CH:8][CH:7]=[CH:6][CH:5]=1.Br[CH2:17][C:18]1[CH:23]=[C:22]([C:24]([F:27])([F:26])[F:25])[CH:21]=[CH:20][C:19]=1[I:28]. Product: [CH2:3]([C@H:10]1[CH2:14][O:13][C:12](=[O:15])[N:11]1[CH2:17][C:18]1[CH:23]=[C:22]([C:24]([F:25])([F:27])[F:26])[CH:21]=[CH:20][C:19]=1[I:28])[C:4]1[CH:5]=[CH:6][CH:7]=[CH:8][CH:9]=1. The catalyst class is: 1.